This data is from Full USPTO retrosynthesis dataset with 1.9M reactions from patents (1976-2016). The task is: Predict the reactants needed to synthesize the given product. (1) Given the product [Cl:1][C:2]1[CH:3]=[C:4]([C:8]2[N:9]([CH2:20][C:21](=[O:22])[NH:23][CH:24]([CH3:26])[CH3:25])[C:10](=[O:19])[C:11]3[C:16]([CH:17]=2)=[CH:15][CH:14]=[C:13]([O:18][S:29]([C:28]([F:41])([F:40])[F:27])(=[O:31])=[O:30])[CH:12]=3)[CH:5]=[CH:6][CH:7]=1, predict the reactants needed to synthesize it. The reactants are: [Cl:1][C:2]1[CH:3]=[C:4]([C:8]2[N:9]([CH2:20][C:21]([NH:23][CH:24]([CH3:26])[CH3:25])=[O:22])[C:10](=[O:19])[C:11]3[C:16]([CH:17]=2)=[CH:15][CH:14]=[C:13]([OH:18])[CH:12]=3)[CH:5]=[CH:6][CH:7]=1.[F:27][C:28]([F:41])([F:40])[S:29](O[S:29]([C:28]([F:41])([F:40])[F:27])(=[O:31])=[O:30])(=[O:31])=[O:30]. (2) Given the product [Cl:19][C:20]1[CH:25]=[CH:24][C:23]([NH:26][C:27]([NH:1][CH2:2][CH:3]2[O:8][CH2:7][CH2:6][N:5]([C:9]([O:11][CH2:12][C:13]3[CH:18]=[CH:17][CH:16]=[CH:15][CH:14]=3)=[O:10])[CH2:4]2)=[O:28])=[CH:22][CH:21]=1, predict the reactants needed to synthesize it. The reactants are: [NH2:1][CH2:2][CH:3]1[O:8][CH2:7][CH2:6][N:5]([C:9]([O:11][CH2:12][C:13]2[CH:18]=[CH:17][CH:16]=[CH:15][CH:14]=2)=[O:10])[CH2:4]1.[Cl:19][C:20]1[CH:25]=[CH:24][C:23]([N:26]=[C:27]=[O:28])=[CH:22][CH:21]=1.ClCCl.C(O)C.N. (3) Given the product [O:1]1[C:6]2[CH:7]=[CH:8][C:9]([CH2:11][NH:12][CH:20]3[CH2:21][CH2:22][N:23]([CH2:26][CH2:27][N:28]4[C:37]5[C:32](=[CH:33][CH:34]=[C:35]([O:38][CH3:39])[CH:36]=5)[C:31]([C:40]([NH:42][CH3:43])=[O:41])=[CH:30][C:29]4=[O:44])[CH2:24][CH2:25]3)=[CH:10][C:5]=2[O:4][CH2:3][CH2:2]1, predict the reactants needed to synthesize it. The reactants are: [O:1]1[C:6]2[CH:7]=[CH:8][C:9]([CH2:11][N:12]([CH:20]3[CH2:25][CH2:24][N:23]([CH2:26][CH2:27][N:28]4[C:37]5[C:32](=[CH:33][CH:34]=[C:35]([O:38][CH3:39])[CH:36]=5)[C:31]([C:40]([NH:42][CH3:43])=[O:41])=[CH:30][C:29]4=[O:44])[CH2:22][CH2:21]3)C(=O)OC(C)(C)C)=[CH:10][C:5]=2[O:4][CH2:3][CH2:2]1.FC(F)(F)C(O)=O. (4) Given the product [NH2:29][C:26]1[CH:27]=[CH:28][C:23]([O:22][C:14]2[CH:13]=[C:12]([NH:11][C:9](=[O:10])[C:8]3[CH:32]=[CH:33][CH:34]=[C:6]([C:3]([C:1]#[N:2])([CH3:5])[CH3:4])[CH:7]=3)[CH:17]=[CH:16][C:15]=2[C:18]([F:19])([F:20])[F:21])=[N:24][CH:25]=1, predict the reactants needed to synthesize it. The reactants are: [C:1]([C:3]([C:6]1[CH:7]=[C:8]([CH:32]=[CH:33][CH:34]=1)[C:9]([NH:11][C:12]1[CH:17]=[CH:16][C:15]([C:18]([F:21])([F:20])[F:19])=[C:14]([O:22][C:23]2[CH:28]=[CH:27][C:26]([N+:29]([O-])=O)=[CH:25][N:24]=2)[CH:13]=1)=[O:10])([CH3:5])[CH3:4])#[N:2]. (5) Given the product [Cl:59][C:5]1[CH:4]=[CH:3][C:2]([C:1]([NH:9][C:10]2[CH:11]=[CH:12][C:13]([C:16]3[CH:24]=[C:23]4[C:19]([CH2:20][N:21]([C@@H:26]([CH:31]([CH3:33])[CH3:32])[C:27]([O:29][CH3:30])=[O:28])[C:22]4=[O:25])=[CH:18][CH:17]=3)=[CH:14][CH:15]=2)=[O:8])=[CH:7][CH:6]=1, predict the reactants needed to synthesize it. The reactants are: [C:1]([NH:9][C:10]1[CH:15]=[CH:14][C:13]([C:16]2[CH:24]=[C:23]3[C:19]([CH2:20][N:21]([C@@H:26]([CH:31]([CH3:33])[CH3:32])[C:27]([O:29][CH3:30])=[O:28])[C:22]3=[O:25])=[CH:18][CH:17]=2)=[CH:12][CH:11]=1)(=[O:8])[C:2]1[CH:7]=[CH:6][CH:5]=[CH:4][CH:3]=1.NC1C=CC(C2C=C3C(CN([C@@H](C(C)C)C(OC)=O)C3=O)=CC=2)=CC=1.[Cl:59]C1C=CC(C(Cl)=O)=CC=1.